From a dataset of Reaction yield outcomes from USPTO patents with 853,638 reactions. Predict the reaction yield, written as a fraction of the theoretical maximum amount of product (1.0 means a 100% yield; for example, 0.34 means a 34% yield). The reactants are [NH2:1][C:2]1[C:10]([Br:11])=[CH:9][C:8]([CH3:12])=[CH:7][C:3]=1[C:4](O)=[O:5].CO.Cl. The catalyst is O1CCCC1. The product is [NH2:1][C:2]1[C:10]([Br:11])=[CH:9][C:8]([CH3:12])=[CH:7][C:3]=1[CH2:4][OH:5]. The yield is 0.510.